From a dataset of Forward reaction prediction with 1.9M reactions from USPTO patents (1976-2016). Predict the product of the given reaction. (1) The product is: [Br:1][C:2]1[CH:10]=[CH:9][CH:8]=[C:7]2[C:3]=1[CH2:4][CH2:5][C@H:6]2[NH:18][S@@:16]([C:13]([CH3:15])([CH3:14])[CH3:12])=[O:17]. Given the reactants [Br:1][C:2]1[CH:10]=[CH:9][CH:8]=[C:7]2[C:3]=1[CH2:4][CH2:5][C:6]2=O.[CH3:12][C:13]([S@:16]([NH2:18])=[O:17])([CH3:15])[CH3:14].C1COCC1.[BH4-].[Na+], predict the reaction product. (2) Given the reactants [CH2:1]([O:3][C:4](=[O:14])[C:5]1[CH:10]=[C:9]([F:11])[C:8](F)=[CH:7][C:6]=1[F:13])[CH3:2].[CH2:15]([N:17](CC)[CH2:18][CH3:19])[CH3:16].N1CCCC1, predict the reaction product. The product is: [CH2:1]([O:3][C:4](=[O:14])[C:5]1[CH:10]=[C:9]([F:11])[C:8]([N:17]2[CH2:18][CH2:19][CH2:16][CH2:15]2)=[CH:7][C:6]=1[F:13])[CH3:2].